Dataset: Reaction yield outcomes from USPTO patents with 853,638 reactions. Task: Predict the reaction yield, written as a fraction of the theoretical maximum amount of product (1.0 means a 100% yield; for example, 0.34 means a 34% yield). (1) The reactants are [CH3:1][O:2][CH2:3][CH2:4][O:5][C@@H:6]1[C@H:10]([O:11][Si](C(C)(C)C)(C)C)[C@@H:9]([C@@H:19]([CH3:21])[OH:20])[O:8][C@H:7]1[N:22]1[CH:29]=[C:28]([CH3:30])[C:26](=[O:27])[NH:25][C:23]1=[O:24].[CH3:31][O:32][C:33]1[CH:54]=[CH:53][C:36]([C:37](Cl)([C:46]2[CH:51]=[CH:50][CH:49]=[CH:48][CH:47]=2)[C:38]2[CH:43]=[CH:42][C:41]([O:44][CH3:45])=[CH:40][CH:39]=2)=[CH:35][CH:34]=1.F.F.F.C(N(CC)CC)C.C(N(CC)CC)C. The catalyst is C1COCC1.CCOC(C)=O. The product is [CH3:45][O:44][C:41]1[CH:40]=[CH:39][C:38]([C:37]([O:20][C@H:19]([CH3:21])[C@H:9]2[O:8][C@@H:7]([N:22]3[CH:29]=[C:28]([CH3:30])[C:26](=[O:27])[NH:25][C:23]3=[O:24])[C@H:6]([O:5][CH2:4][CH2:3][O:2][CH3:1])[C@@H:10]2[OH:11])([C:46]2[CH:47]=[CH:48][CH:49]=[CH:50][CH:51]=2)[C:36]2[CH:53]=[CH:54][C:33]([O:32][CH3:31])=[CH:34][CH:35]=2)=[CH:43][CH:42]=1. The yield is 0.730. (2) The catalyst is C(#N)C. The reactants are [Cl:1][C:2]1[N:3]=[CH:4][NH:5][C:6]=1[Cl:7].[OH-].[K+].Br[CH2:11][C:12]1[CH:21]=[CH:20][C:19]2[C:14](=[CH:15][CH:16]=[CH:17][CH:18]=2)[CH:13]=1. The yield is 0.896. The product is [Cl:1][C:2]1[N:3]=[CH:4][N:5]([CH2:11][C:12]2[CH:21]=[CH:20][C:19]3[C:14](=[CH:15][CH:16]=[CH:17][CH:18]=3)[CH:13]=2)[C:6]=1[Cl:7]. (3) The reactants are [CH2:1]([O:4][C:5]1([CH3:51])[CH2:10][CH2:9][N:8]([C:11]2[C:12]3[N:13]([N:28]=[C:29]([C:31]4[CH:32]=[C:33]([C:37]5[CH:42]=[C:41]([C:43]#[N:44])[CH:40]=[CH:39][C:38]=5[O:45][C@H:46]([CH2:48][CH:49]=[CH2:50])[CH3:47])[CH:34]=[CH:35][CH:36]=4)[CH:30]=3)[CH:14]=[C:15]([CH3:27])[C:16]=2[C@H:17]([O:22][C:23]([CH3:26])([CH3:25])[CH3:24])[C:18]([O:20][CH3:21])=[O:19])[CH2:7][CH2:6]1)C=C. The catalyst is ClCCCl.CC1C=C(C)C(N2C(=[Ru](Cl)(Cl)=CC3C=CC=CC=3OC(C)C)N(C3C(C)=CC(C)=CC=3C)CC2)=C(C)C=1. The product is [C:23]([O:22][C@@H:17]([C:16]1[C:15]([CH3:27])=[CH:14][N:13]2[N:28]=[C:29]3[CH:30]=[C:12]2[C:11]=1[N:8]1[CH2:9][CH2:10][C:5]([CH3:51])([O:4][CH2:1][CH:50]=[CH:49][CH2:48][C@H:46]([CH3:47])[O:45][C:38]2[CH:39]=[CH:40][C:41]([C:43]#[N:44])=[CH:42][C:37]=2[C:33]2[CH:32]=[C:31]3[CH:36]=[CH:35][CH:34]=2)[CH2:6][CH2:7]1)[C:18]([O:20][CH3:21])=[O:19])([CH3:26])([CH3:24])[CH3:25]. The yield is 0.820. (4) The product is [CH2:1]([O:3][C:4](=[C:13]([C:12]#[N:16])[C:14]#[N:15])[CH3:5])[CH3:2]. The reactants are [C:1](OCC)(OCC)([O:3][CH2:4][CH3:5])[CH3:2].[C:12](#[N:16])[CH2:13][C:14]#[N:15].C(O)(=O)C. The yield is 0.940. The catalyst is C(O)C. (5) The reactants are [F:1][CH2:2][CH:3]([OH:40])[CH2:4][O:5][C@H:6]1[CH2:11][CH2:10][C@H:9]([N:12]2[C:17](=[O:18])[C:16]([CH2:19][C:20]3[CH:25]=[CH:24][C:23]([C:26]4[C:27]([C:32]#[N:33])=[CH:28][CH:29]=[CH:30][CH:31]=4)=[CH:22][CH:21]=3)=[C:15]([CH2:34][CH2:35][CH3:36])[N:14]3[N:37]=[CH:38][N:39]=[C:13]23)[CH2:8][CH2:7]1.[CH3:41]C(OI1(OC(C)=O)(OC(C)=O)OC(=O)C2C=CC=CC1=2)=O.C(=O)([O-])O.[Na+].S([O-])([O-])(=O)=S.[Na+].[Na+]. The catalyst is C(#N)C. The product is [F:1][CH2:2][C:3]([OH:40])([CH3:41])[CH2:4][O:5][C@H:6]1[CH2:11][CH2:10][C@H:9]([N:12]2[C:17](=[O:18])[C:16]([CH2:19][C:20]3[CH:25]=[CH:24][C:23]([C:26]4[C:27]([C:32]#[N:33])=[CH:28][CH:29]=[CH:30][CH:31]=4)=[CH:22][CH:21]=3)=[C:15]([CH2:34][CH2:35][CH3:36])[N:14]3[N:37]=[CH:38][N:39]=[C:13]23)[CH2:8][CH2:7]1. The yield is 0.620. (6) The reactants are [Br:1][C:2]1[CH:3]=[C:4]2[C:9](=[CH:10][CH:11]=1)[N:8]([C:12](=[O:17])[C:13]([F:16])([F:15])[F:14])[C@@H:7]([CH3:18])[CH2:6][NH:5]2.C(N(CC)C(C)C)(C)C.[O:28]1[CH:32]=[CH:31][CH:30]=[C:29]1[C:33](Cl)=[O:34]. The catalyst is ClCCCl. The product is [Br:1][C:2]1[CH:3]=[C:4]2[C:9](=[CH:10][CH:11]=1)[N:8]([C:12](=[O:17])[C:13]([F:14])([F:16])[F:15])[C@@H:7]([CH3:18])[CH2:6][N:5]2[C:33]([C:29]1[O:28][CH:32]=[CH:31][CH:30]=1)=[O:34]. The yield is 0.540. (7) The reactants are [C:1](NC(N)=N)#[N:2].[Cl:7][C:8]1[CH:13]=[CH:12][C:11]([N:14]=[C:15]=[N:16][C:17]2[CH:22]=[CH:21][CH:20]=[C:19]([F:23])[C:18]=2[F:24])=[C:10]([O:25][Si](C(C)(C)C)(C)C)[C:9]=1[S:33]([N:36]([CH3:38])[CH3:37])(=[O:35])=[O:34].[N:39]#CN.C(N(CC)C(C)C)(C)C.[F-].[Cs+]. No catalyst specified. The product is [Cl:7][C:8]1[CH:13]=[CH:12][C:11]([N:14]([C:1]#[N:2])[C:15]([NH:16][C:17]2[CH:22]=[CH:21][CH:20]=[C:19]([F:23])[C:18]=2[F:24])=[NH:39])=[C:10]([OH:25])[C:9]=1[S:33]([N:36]([CH3:37])[CH3:38])(=[O:35])=[O:34]. The yield is 0.0340. (8) The reactants are [C:12]([O:11][C:9](O[C:9]([O:11][C:12]([CH3:15])([CH3:14])[CH3:13])=[O:10])=[O:10])([CH3:15])([CH3:14])[CH3:13].[NH2:16][CH:17]1[CH2:22][CH2:21][CH:20]([NH2:23])[CH2:19][CH2:18]1.O. The catalyst is O1CCCC1.C(OC)(C)(C)C. The product is [C:12]([O:11][C:9](=[O:10])[NH:16][CH:17]1[CH2:22][CH2:21][CH:20]([NH2:23])[CH2:19][CH2:18]1)([CH3:13])([CH3:14])[CH3:15]. The yield is 0.690. (9) The reactants are [Al+3].[Cl-].[Cl-].[Cl-].[CH2:5]([CH:9]1[CH2:20][C:19]2[C:11](=[CH:12][C:13]3[CH2:14][CH2:15][CH2:16][C:17]=3[CH:18]=2)[C:10]1=[O:21])[CH:6]([CH3:8])[CH3:7].[Br:22]Br. The product is [CH2:5]([CH:9]1[CH2:20][C:19]2[C:11](=[CH:12][C:13]3[CH2:14][CH2:15][CH2:16][C:17]=3[C:18]=2[Br:22])[C:10]1=[O:21])[CH:6]([CH3:8])[CH3:7]. The catalyst is ClCCl. The yield is 0.700.